Dataset: Catalyst prediction with 721,799 reactions and 888 catalyst types from USPTO. Task: Predict which catalyst facilitates the given reaction. (1) Reactant: FC(F)(F)C(O)=O.[N:8]1([CH2:13][CH2:14][O:15][CH2:16][C:17]([O:19]C(C)(C)C)=O)[CH:12]=[CH:11][N:10]=[CH:9]1.C(N(C(C)C)CC)(C)C.[CH2:33]1[C:41]2[C:36](=[CH:37][CH:38]=[CH:39][CH:40]=2)[CH2:35][CH:34]1[NH:42][C:43]1[N:44]=[CH:45][C:46]2[CH2:52][NH:51][CH2:50][CH2:49][C:47]=2[N:48]=1.F[P-](F)(F)(F)(F)F.N1(OC(N(C)C)=[N+](C)C)C2N=CC=CC=2N=N1.C(=O)(O)[O-].[Na+]. Product: [CH2:33]1[C:41]2[C:36](=[CH:37][CH:38]=[CH:39][CH:40]=2)[CH2:35][CH:34]1[NH:42][C:43]1[N:44]=[CH:45][C:46]2[CH2:52][N:51]([C:17](=[O:19])[CH2:16][O:15][CH2:14][CH2:13][N:8]3[CH:12]=[CH:11][N:10]=[CH:9]3)[CH2:50][CH2:49][C:47]=2[N:48]=1. The catalyst class is: 4. (2) Reactant: C(OC([N:8]1[CH2:13][CH2:12][N:11]([CH2:14][CH2:15][C:16]2[CH:17]=[C:18]3[C:23](=[CH:24][CH:25]=2)[C:22](=[O:26])[O:21][CH2:20][CH2:19]3)[CH2:10][CH2:9]1)=O)(C)(C)C.[ClH:27]. Product: [ClH:27].[N:11]1([CH2:14][CH2:15][C:16]2[CH:17]=[C:18]3[C:23](=[CH:24][CH:25]=2)[C:22](=[O:26])[O:21][CH2:20][CH2:19]3)[CH2:12][CH2:13][NH:8][CH2:9][CH2:10]1. The catalyst class is: 12. (3) Reactant: [CH2:1]1[C:5]2([CH2:9][CH2:8][NH:7][CH2:6]2)[CH2:4][CH2:3][N:2]1[C:10]1[CH:11]=[N:12][C:13]([O:19][C:20]2[CH:25]=[CH:24][C:23]([O:26][C:27]3[CH:32]=[CH:31][CH:30]=[C:29]([F:33])[CH:28]=3)=[CH:22][CH:21]=2)=[C:14]([CH:18]=1)[C:15]([NH2:17])=[O:16].C(N(CC)C(C)C)(C)C.[C:43](Cl)(=[O:47])/[CH:44]=[CH:45]/[CH3:46]. Product: [C:43]([N:7]1[CH2:8][CH2:9][C:5]2([CH2:1][N:2]([C:10]3[CH:11]=[N:12][C:13]([O:19][C:20]4[CH:21]=[CH:22][C:23]([O:26][C:27]5[CH:32]=[CH:31][CH:30]=[C:29]([F:33])[CH:28]=5)=[CH:24][CH:25]=4)=[C:14]([CH:18]=3)[C:15]([NH2:17])=[O:16])[CH2:3][CH2:4]2)[CH2:6]1)(=[O:47])/[CH:44]=[CH:45]/[CH3:46]. The catalyst class is: 2. (4) Reactant: [H-].[H-].[H-].[H-].[Li+].[Al+3].[CH3:7][C:8]1[NH:9][C:10]2[C:15]([C:16]=1[C:17](=O)[C:18]([NH2:20])=O)=[CH:14][CH:13]=[CH:12][CH:11]=2.O.[OH-].[Na+]. Product: [CH3:7][C:8]1[NH:9][C:10]2[C:15](=[CH:14][CH:13]=[CH:12][CH:11]=2)[C:16]=1[CH2:17][CH2:18][NH2:20]. The catalyst class is: 1.